Dataset: Forward reaction prediction with 1.9M reactions from USPTO patents (1976-2016). Task: Predict the product of the given reaction. (1) Given the reactants [NH2:1][CH2:2][C:3]1[CH:8]=[CH:7][C:6]([CH:9]([CH3:31])[C:10]([NH:12][CH2:13][C:14]2[C:15]([N:24]3[CH2:29][CH2:28][CH:27]([CH3:30])[CH2:26][CH2:25]3)=[N:16][C:17]([C:20]([F:23])([F:22])[F:21])=[CH:18][CH:19]=2)=[O:11])=[CH:5][C:4]=1[Cl:32].[CH3:33][S:34](Cl)(=[O:36])=[O:35], predict the reaction product. The product is: [Cl:32][C:4]1[CH:5]=[C:6]([CH:9]([CH3:31])[C:10]([NH:12][CH2:13][C:14]2[C:15]([N:24]3[CH2:29][CH2:28][CH:27]([CH3:30])[CH2:26][CH2:25]3)=[N:16][C:17]([C:20]([F:23])([F:21])[F:22])=[CH:18][CH:19]=2)=[O:11])[CH:7]=[CH:8][C:3]=1[CH2:2][NH:1][S:34]([CH3:33])(=[O:36])=[O:35]. (2) Given the reactants [CH3:1][O:2][C:3]1[CH:8]=[CH:7][C:6]([NH:9][C:10](=[O:12])[CH3:11])=[C:5]([CH3:13])[CH:4]=1.[Br:14]Br.OS([O-])=O.[Na+].O, predict the reaction product. The product is: [Br:14][C:8]1[C:3]([O:2][CH3:1])=[CH:4][C:5]([CH3:13])=[C:6]([NH:9][C:10](=[O:12])[CH3:11])[CH:7]=1.